This data is from Full USPTO retrosynthesis dataset with 1.9M reactions from patents (1976-2016). The task is: Predict the reactants needed to synthesize the given product. (1) Given the product [CH3:8][C:2]([C:9]1[S:10][CH:11]=[CH:12][N:13]=1)([CH3:1])[C:3]([OH:5])=[O:4], predict the reactants needed to synthesize it. The reactants are: [CH3:1][C:2]([C:9]1[S:10][CH:11]=[CH:12][N:13]=1)([CH3:8])[C:3]([O:5]CC)=[O:4].BrC1C=CC(C(C)(C)C(OCC)=O)=CC=1. (2) Given the product [CH3:4][C:2]([O:5][C:6]([N:8]([CH2:28][CH3:29])[C@H:9]1[CH2:13][CH2:12][N:11]([C:14]2[C:19]([C:20]([O:22][CH:23]([CH3:25])[CH3:24])=[O:21])=[CH:18][CH:17]=[CH:16][N:15]=2)[CH2:10]1)=[O:7])([CH3:1])[CH3:3], predict the reactants needed to synthesize it. The reactants are: [CH3:1][C:2]([O:5][C:6]([NH:8][C@H:9]1[CH2:13][CH2:12][N:11]([C:14]2[C:19]([C:20]([O:22][CH:23]([CH3:25])[CH3:24])=[O:21])=[CH:18][CH:17]=[CH:16][N:15]=2)[CH2:10]1)=[O:7])([CH3:4])[CH3:3].[H-].[Na+].[CH3:28][CH2:29]I.O. (3) Given the product [S:1]1[CH:5]=[CH:4][CH:3]=[C:2]1[CH2:6][CH2:7][CH2:8][N:9]1[CH2:14][CH2:13][NH:12][CH2:11][CH2:10]1, predict the reactants needed to synthesize it. The reactants are: [S:1]1[CH:5]=[CH:4][CH:3]=[C:2]1[CH2:6][CH2:7][CH2:8][N:9]1[CH2:14][CH2:13][N:12](C(OC(C)(C)C)=O)[CH2:11][CH2:10]1.C(OCC)(=O)C.Cl.